From a dataset of Catalyst prediction with 721,799 reactions and 888 catalyst types from USPTO. Predict which catalyst facilitates the given reaction. (1) Reactant: [CH3:1][N:2]1[CH:10]=[C:9]2[C:4]([CH:5]=[CH:6][CH:7]=[C:8]2[C@H:11]2[CH2:13][C@@H:12]2[CH2:14][NH:15]C(=O)OC(C)(C)C)=[N:3]1.[ClH:23].C(OCC)(=O)C. Product: [ClH:23].[ClH:23].[CH3:1][N:2]1[CH:10]=[C:9]2[C:4]([CH:5]=[CH:6][CH:7]=[C:8]2[C@H:11]2[CH2:13][C@@H:12]2[CH2:14][NH2:15])=[N:3]1. The catalyst class is: 13. (2) Reactant: [Cl:1][C:2]1[CH:3]=[C:4]2[C:9](=[CH:10][CH:11]=1)[C@:8]([CH2:17][OH:18])([CH:12]([O:15][CH3:16])[O:13][CH3:14])[CH2:7][CH2:6][CH2:5]2.[Li+].C[Si]([N-][Si](C)(C)C)(C)C.F[C:30]1[CH:42]=[CH:41][C:33]([C:34]([O:36][C:37]([CH3:40])([CH3:39])[CH3:38])=[O:35])=[CH:32][C:31]=1[N+:43]([O-:45])=[O:44]. Product: [Cl:1][C:2]1[CH:3]=[C:4]2[C:9](=[CH:10][CH:11]=1)[C@:8]([CH2:17][O:18][C:30]1[CH:42]=[CH:41][C:33]([C:34]([O:36][C:37]([CH3:38])([CH3:39])[CH3:40])=[O:35])=[CH:32][C:31]=1[N+:43]([O-:45])=[O:44])([CH:12]([O:15][CH3:16])[O:13][CH3:14])[CH2:7][CH2:6][CH2:5]2. The catalyst class is: 1. (3) Reactant: [CH:1]1([C:7]2[CH:8]=[C:9]3[C:16]4([CH2:18][O:19][CH3:20])[CH2:17][CH:12]([CH2:13][NH:14][CH2:15]4)[CH2:11][N:10]3[C:21](=[O:23])[CH:22]=2)[CH2:6][CH2:5][CH2:4][CH2:3][CH2:2]1.[Br-].[CH3:25][CH2:26][CH2:27][CH2:28][CH3:29]. Product: [CH:1]1([C:7]2[CH:8]=[C:9]3[C:16]4([CH2:18][O:19][CH3:20])[CH2:17][CH:12]([CH2:13][N:14]([CH2:25][CH2:26][CH2:27][CH2:28][CH3:29])[CH2:15]4)[CH2:11][N:10]3[C:21](=[O:23])[CH:22]=2)[CH2:2][CH2:3][CH2:4][CH2:5][CH2:6]1. The catalyst class is: 21. (4) Reactant: [OH:1][CH:2]1[CH2:7][CH2:6][NH:5][CH2:4][CH2:3]1.C(N(CC)CC)C.[CH3:15][N:16]([CH3:20])[C:17](Cl)=[O:18]. Product: [CH3:15][N:16]([CH3:20])[C:17]([N:5]1[CH2:6][CH2:7][CH:2]([OH:1])[CH2:3][CH2:4]1)=[O:18]. The catalyst class is: 1.